Dataset: Forward reaction prediction with 1.9M reactions from USPTO patents (1976-2016). Task: Predict the product of the given reaction. (1) Given the reactants [CH:1]1([N:4]2[C:8]3[N:9]=[C:10]([CH:16]4[CH2:18][CH2:17]4)[CH:11]=[C:12]([C:13]([OH:15])=O)[C:7]=3[C:6]([CH3:19])=[N:5]2)[CH2:3][CH2:2]1.[NH2:20][CH2:21][C:22]1[C:23](=[O:32])[NH:24][C:25]([CH3:31])=[CH:26][C:27]=1[CH2:28][CH2:29][CH3:30].ON1C2N=CC=CC=2N=N1.C(Cl)CCl.CN1CCOCC1, predict the reaction product. The product is: [CH:1]1([N:4]2[C:8]3[N:9]=[C:10]([CH:16]4[CH2:18][CH2:17]4)[CH:11]=[C:12]([C:13]([NH:20][CH2:21][C:22]4[C:23](=[O:32])[NH:24][C:25]([CH3:31])=[CH:26][C:27]=4[CH2:28][CH2:29][CH3:30])=[O:15])[C:7]=3[C:6]([CH3:19])=[N:5]2)[CH2:2][CH2:3]1. (2) Given the reactants Br[C:2]1[CH:7]=[CH:6][CH:5]=[C:4]([C:8]([F:11])([F:10])[F:9])[CH:3]=1.C([Li])CCC.[N+:17]([CH:20]=[C:21]1[CH2:24][O:23][CH2:22]1)([O-:19])=[O:18].[Cl-].[NH4+], predict the reaction product. The product is: [N+:17]([CH2:20][C:21]1([C:2]2[CH:7]=[CH:6][CH:5]=[C:4]([C:8]([F:11])([F:10])[F:9])[CH:3]=2)[CH2:24][O:23][CH2:22]1)([O-:19])=[O:18]. (3) Given the reactants [CH2:1]([O:8][C:9]([N:11]1[CH2:14][CH2:13][C@H:12]1[C:15](O)=[O:16])=[O:10])[C:2]1[CH:7]=[CH:6][CH:5]=[CH:4][CH:3]=1.B.CC(O)=O.C([O-])(O)=O.[Na+], predict the reaction product. The product is: [CH2:1]([O:8][C:9]([N:11]1[CH2:14][CH2:13][C@H:12]1[CH2:15][OH:16])=[O:10])[C:2]1[CH:7]=[CH:6][CH:5]=[CH:4][CH:3]=1. (4) The product is: [Cl:1][C:2]1[N:7]=[C:6]2[S:8][C:9]([CH2:11][OH:12])=[CH:10][C:5]2=[CH:4][CH:3]=1. Given the reactants [Cl:1][C:2]1[N:7]=[C:6]2[S:8][C:9]([CH:11]=[O:12])=[CH:10][C:5]2=[CH:4][CH:3]=1.[BH4-].[Na+], predict the reaction product. (5) Given the reactants [F:1][C:2]1[CH:30]=[CH:29][C:5]([CH2:6][N:7]2[C:11]3=[CH:12][N:13]=[C:14]([C:24]([O:26][CH2:27][CH3:28])=[O:25])[C:15](OS(C(F)(F)F)(=O)=O)=[C:10]3[CH:9]=[CH:8]2)=[CH:4][CH:3]=1.[CH2:31]([O:33][CH:34]=[CH:35][Sn](CCCC)(CCCC)CCCC)[CH3:32].C(N(CC)CC)C, predict the reaction product. The product is: [CH2:34]([O:33]/[CH:31]=[CH:32]/[C:15]1[C:14]([C:24]([O:26][CH2:27][CH3:28])=[O:25])=[N:13][CH:12]=[C:11]2[N:7]([CH2:6][C:5]3[CH:29]=[CH:30][C:2]([F:1])=[CH:3][CH:4]=3)[CH:8]=[CH:9][C:10]=12)[CH3:35].